Task: Regression. Given two drug SMILES strings and cell line genomic features, predict the synergy score measuring deviation from expected non-interaction effect.. Dataset: NCI-60 drug combinations with 297,098 pairs across 59 cell lines Drug 2: CC12CCC3C(C1CCC2OP(=O)(O)O)CCC4=C3C=CC(=C4)OC(=O)N(CCCl)CCCl.[Na+]. Cell line: NCI-H226. Synergy scores: CSS=35.9, Synergy_ZIP=-2.44, Synergy_Bliss=-1.69, Synergy_Loewe=-42.1, Synergy_HSA=-1.92. Drug 1: CC=C1C(=O)NC(C(=O)OC2CC(=O)NC(C(=O)NC(CSSCCC=C2)C(=O)N1)C(C)C)C(C)C.